Task: Regression. Given a peptide amino acid sequence and an MHC pseudo amino acid sequence, predict their binding affinity value. This is MHC class II binding data.. Dataset: Peptide-MHC class II binding affinity with 134,281 pairs from IEDB The peptide sequence is EKKYFCATQFEPLAA. The MHC is HLA-DQA10501-DQB10201 with pseudo-sequence HLA-DQA10501-DQB10201. The binding affinity (normalized) is 0.398.